From a dataset of Forward reaction prediction with 1.9M reactions from USPTO patents (1976-2016). Predict the product of the given reaction. (1) Given the reactants [Br:1][C:2]1[CH:7]=[C:6]([O:8][Si:9]([C:12]([CH3:15])([CH3:14])[CH3:13])([CH3:11])[CH3:10])[CH:5]=[CH:4][C:3]=1[OH:16].C(=O)([O-])[O-].[Cs+].[Cs+].Br[CH2:24][C:25]([O:27][CH3:28])=[O:26], predict the reaction product. The product is: [CH3:28][O:27][C:25](=[O:26])[CH2:24][O:16][C:3]1[CH:4]=[CH:5][C:6]([O:8][Si:9]([C:12]([CH3:13])([CH3:15])[CH3:14])([CH3:10])[CH3:11])=[CH:7][C:2]=1[Br:1]. (2) Given the reactants Br[C:2]1[CH:3]=[C:4]([CH:7]=[CH:8][CH:9]=1)[C:5]#[N:6].[CH2:10]([OH:13])[C:11]#[CH:12], predict the reaction product. The product is: [C:5]([C:4]1[CH:3]=[C:2]([C:12]#[C:11][CH2:10][OH:13])[CH:9]=[CH:8][CH:7]=1)#[N:6]. (3) Given the reactants [CH3:1][S:2]([C:5]1[CH:10]=[CH:9][C:8]([C:11]2[N:15]=[C:14]([NH:16]C(=O)OC(C)(C)C)[S:13][N:12]=2)=[CH:7][CH:6]=1)(=[O:4])=[O:3].C1(OC)C=CC=CC=1.C(O)(C(F)(F)F)=O, predict the reaction product. The product is: [CH3:1][S:2]([C:5]1[CH:6]=[CH:7][C:8]([C:11]2[N:15]=[C:14]([NH2:16])[S:13][N:12]=2)=[CH:9][CH:10]=1)(=[O:3])=[O:4]. (4) Given the reactants [CH:1]1([NH:4][C:5]2[C:10]3=[N:11][CH:12]=[C:13]([C:14]#[N:15])[N:9]3[N:8]=[C:7]([S:16][CH3:17])[N:6]=2)[CH2:3][CH2:2]1.[CH3:18][C:19]([O:22][C:23](O[C:23]([O:22][C:19]([CH3:21])([CH3:20])[CH3:18])=[O:24])=[O:24])([CH3:21])[CH3:20].[Li+].C[Si]([N-][Si](C)(C)C)(C)C, predict the reaction product. The product is: [C:14]([C:13]1[N:9]2[C:10]([C:5]([N:4]([CH:1]3[CH2:2][CH2:3]3)[C:23](=[O:24])[O:22][C:19]([CH3:21])([CH3:20])[CH3:18])=[N:6][C:7]([S:16][CH3:17])=[N:8]2)=[N:11][CH:12]=1)#[N:15].